Dataset: Catalyst prediction with 721,799 reactions and 888 catalyst types from USPTO. Task: Predict which catalyst facilitates the given reaction. (1) Reactant: [Cl:1][C:2]1[N:3]=[C:4]([N:11]2[CH2:16][CH2:15][O:14][CH2:13][CH2:12]2)[C:5]2[S:10][CH:9]=[N:8][C:6]=2[N:7]=1.C[Si]([N-][Si](C)(C)C)(C)C.[Li+].CN([CH:30]=[O:31])C.Cl. Product: [Cl:1][C:2]1[N:3]=[C:4]([N:11]2[CH2:12][CH2:13][O:14][CH2:15][CH2:16]2)[C:5]2[S:10][C:9]([CH:30]=[O:31])=[N:8][C:6]=2[N:7]=1. The catalyst class is: 7. (2) Reactant: [Cl:1][C:2]1[C:7]([C:8]2[CH:13]=[CH:12][CH:11]=[CH:10][CH:9]=2)=[N:6][N:5]=[C:4]2[NH:14][N:15]=[CH:16][C:3]=12.[Br:17]Br.C(N(CC)CC)C.C(=O)(O)[O-].[Na+]. Product: [Br:17][C:16]1[C:3]2[C:4](=[N:5][N:6]=[C:7]([C:8]3[CH:13]=[CH:12][CH:11]=[CH:10][CH:9]=3)[C:2]=2[Cl:1])[NH:14][N:15]=1. The catalyst class is: 373. (3) Reactant: C([O:3][CH2:4][C:5]1[N:6]([NH:19][CH:20]([CH3:22])[CH3:21])[C:7]2[C:16]3[CH:15]=[CH:14][CH:13]=[CH:12][C:11]=3[N:10]=[C:9]([NH2:17])[C:8]=2[N:18]=1)C.B(Br)(Br)Br.Cl.[OH-].[Na+]. Product: [NH2:17][C:9]1[C:8]2[N:18]=[C:5]([CH2:4][OH:3])[N:6]([NH:19][CH:20]([CH3:22])[CH3:21])[C:7]=2[C:16]2[CH:15]=[CH:14][CH:13]=[CH:12][C:11]=2[N:10]=1. The catalyst class is: 4. (4) Reactant: [OH-].[Na+].C[O:4][C:5]([C:7]1[CH:15]=[C:14]2[C:10]([CH:11]=[CH:12][NH:13]2)=[C:9]([Br:16])[CH:8]=1)=[O:6].CO. Product: [Br:16][C:9]1[CH:8]=[C:7]([C:5]([OH:6])=[O:4])[CH:15]=[C:14]2[C:10]=1[CH:11]=[CH:12][NH:13]2. The catalyst class is: 6. (5) Reactant: [Cl:1][C:2]1[C:3]([F:31])=[C:4]([CH:8]2[C:12]([C:15]3[CH:20]=[CH:19][C:18]([Cl:21])=[CH:17][C:16]=3[F:22])([C:13]#[N:14])[CH:11]([CH2:23][C:24]([CH3:27])([CH3:26])[CH3:25])[NH:10][CH:9]2[C:28](O)=[O:29])[CH:5]=[CH:6][CH:7]=1.CN(C(ON1N=NC2C=CC=NC1=2)=[N+](C)C)C.F[P-](F)(F)(F)(F)F.CCN(C(C)C)C(C)C.[F:65][C:66]1[CH:67]=[C:68]([CH:70]=[CH:71][CH:72]=1)[NH2:69]. Product: [F:65][C:66]1[CH:67]=[C:68]([NH:69][C:28]([CH:9]2[CH:8]([C:4]3[CH:5]=[CH:6][CH:7]=[C:2]([Cl:1])[C:3]=3[F:31])[C:12]([C:15]3[CH:20]=[CH:19][C:18]([Cl:21])=[CH:17][C:16]=3[F:22])([C:13]#[N:14])[CH:11]([CH2:23][C:24]([CH3:27])([CH3:26])[CH3:25])[NH:10]2)=[O:29])[CH:70]=[CH:71][CH:72]=1. The catalyst class is: 2. (6) Reactant: [O:1]=[C:2]([C:10]1[C:23]2[C:24]3=[C:25]4[C:20](=[CH:21][CH:22]=2)[CH:19]=[CH:18][CH:17]=[C:16]4[CH:15]=[CH:14][C:13]3=[CH:12][CH:11]=1)[CH2:3][CH2:4][C:5]([O:7]CC)=[O:6].Cl[S:27]([OH:30])(=[O:29])=[O:28]. Product: [O:1]=[C:2]([C:10]1[C:23]2[C:24]3=[C:25]4[C:20](=[CH:21][CH:22]=2)[CH:19]=[CH:18][C:17]([S:27]([OH:30])(=[O:29])=[O:28])=[C:16]4[CH:15]=[CH:14][C:13]3=[CH:12][CH:11]=1)[CH2:3][CH2:4][C:5]([OH:7])=[O:6]. The catalyst class is: 22. (7) Reactant: [CH3:1][C:2]1([CH3:23])[C:7]2[CH:8]=[C:9]3[C:14](=[CH:15][C:6]=2[C:5]([CH3:22])([CH3:21])[CH2:4][CH2:3]1)[O:13][C:12](=[O:16])[CH:11]=[C:10]3[C:17]([F:20])([F:19])[F:18].[H-].C([Al+]CC(C)C)C(C)C. Product: [CH3:1][C:2]1([CH3:23])[C:7]2[CH:8]=[C:9]3[C:14](=[CH:15][C:6]=2[C:5]([CH3:22])([CH3:21])[CH2:4][CH2:3]1)[O:13][CH:12]([OH:16])[CH:11]=[C:10]3[C:17]([F:20])([F:18])[F:19]. The catalyst class is: 2. (8) The catalyst class is: 265. Product: [Cl:1][C:10]1[C:11]2[C:6](=[CH:5][C:4]([O:3][CH3:2])=[CH:13][CH:12]=2)[CH:7]=[CH:8][N:9]=1. Reactant: [ClH:1].[CH3:2][O:3][C:4]1[CH:5]=[C:6]2[C:11](=[CH:12][CH:13]=1)[CH:10]=[N+:9]([O-])[CH:8]=[CH:7]2.